From a dataset of Reaction yield outcomes from USPTO patents with 853,638 reactions. Predict the reaction yield, written as a fraction of the theoretical maximum amount of product (1.0 means a 100% yield; for example, 0.34 means a 34% yield). The reactants are [CH3:1][O:2][C:3](=O)[C:4]([CH3:9])([CH3:8])[CH2:5][O:6]C.[C:11](#[N:13])[CH3:12].[H-].[Na+].Cl. The catalyst is C1(C)C=CC=CC=1. The product is [CH3:1][O:2][CH2:3][C:4]([CH3:9])([CH3:8])[C:5](=[O:6])[CH2:12][C:11]#[N:13]. The yield is 0.910.